Dataset: Catalyst prediction with 721,799 reactions and 888 catalyst types from USPTO. Task: Predict which catalyst facilitates the given reaction. Reactant: [C:1]([Mg]Br)#[CH:2].[CH2:5]([N:9]([CH2:23][CH:24]([CH3:26])[CH3:25])[C:10]([NH:12][C:13]1[CH:18]=[CH:17][C:16]([N+:19]([O-:21])=[O:20])=[CH:15][C:14]=1[CH3:22])=O)[CH:6]([CH3:8])[CH3:7]. Product: [CH2:5]([N:9]([CH2:23][CH:24]([CH3:26])[CH3:25])[C:10](=[N:12][C:13]1[CH:18]=[CH:17][C:16]([N+:19]([O-:21])=[O:20])=[CH:15][C:14]=1[CH3:22])[C:1]#[CH:2])[CH:6]([CH3:8])[CH3:7]. The catalyst class is: 1.